This data is from Full USPTO retrosynthesis dataset with 1.9M reactions from patents (1976-2016). The task is: Predict the reactants needed to synthesize the given product. Given the product [ClH:41].[ClH:41].[NH2:1][C:2]1[C:11]2[N:12]=[C:13]([CH2:27][O:28][CH2:29][CH3:30])[N:14]([CH2:15][CH2:16][CH2:17][CH2:18][NH2:19])[C:10]=2[C:9]2[CH:8]=[CH:7][C:6]([O:31][CH2:32][CH2:33][CH2:34][N:35]3[CH2:39][CH2:38][CH2:37][C:36]3=[O:40])=[CH:5][C:4]=2[N:3]=1, predict the reactants needed to synthesize it. The reactants are: [NH2:1][C:2]1[C:11]2[N:12]=[C:13]([CH2:27][O:28][CH2:29][CH3:30])[N:14]([CH2:15][CH2:16][CH2:17][CH2:18][NH:19]C(=O)OC(C)(C)C)[C:10]=2[C:9]2[CH:8]=[CH:7][C:6]([O:31][CH2:32][CH2:33][CH2:34][N:35]3[CH2:39][CH2:38][CH2:37][C:36]3=[O:40])=[CH:5][C:4]=2[N:3]=1.[ClH:41].